From a dataset of Forward reaction prediction with 1.9M reactions from USPTO patents (1976-2016). Predict the product of the given reaction. (1) Given the reactants [F:1][C:2]1[CH:26]=[CH:25][C:5]([CH2:6][C:7]2[C:16]([OH:17])=[CH:15][CH:14]=[C:13]3[C:8]=2[C:9](=[O:24])[N:10]([CH2:20][CH2:21][CH2:22][OH:23])[C:11](=[O:19])[N:12]3[CH3:18])=[CH:4][CH:3]=1.Br[CH2:28][CH2:29][CH3:30].C([O-])([O-])=O.[K+].[K+].CCCC[N+](CCCC)(CCCC)CCCC.[F-], predict the reaction product. The product is: [F:1][C:2]1[CH:3]=[CH:4][C:5]([CH2:6][C:7]2[C:16]([O:17][CH2:28][CH2:29][CH3:30])=[CH:15][CH:14]=[C:13]3[C:8]=2[C:9](=[O:24])[N:10]([CH2:20][CH2:21][CH2:22][OH:23])[C:11](=[O:19])[N:12]3[CH3:18])=[CH:25][CH:26]=1. (2) Given the reactants C(OC(N1CCC(NCC2C=CC=CC=2)C(O)C1)=O)(C)(C)C.[C:23]([OH:32])(=[O:31])[C@H:24]([C@@H:26]([C:28]([OH:30])=[O:29])[OH:27])[OH:25], predict the reaction product. The product is: [C:23]([OH:32])(=[O:31])[CH:24]([CH:26]([C:28]([OH:30])=[O:29])[OH:27])[OH:25]. (3) Given the reactants [CH2:1]([C:3]1[N:4]=[C:5]([CH2:27][CH2:28][CH3:29])[N:6]([CH2:12][C:13]2[CH:18]=[CH:17][C:16]([C:19]3[C:20]([C:25]#[N:26])=[CH:21][CH:22]=[CH:23][CH:24]=3)=[CH:15][CH:14]=2)[C:7](=[O:11])[C:8]=1[CH:9]=C)[CH3:2].I([O-])(=O)(=O)=[O:31].[Na+].C(#N)C.O, predict the reaction product. The product is: [CH2:1]([C:3]1[N:4]=[C:5]([CH2:27][CH2:28][CH3:29])[N:6]([CH2:12][C:13]2[CH:14]=[CH:15][C:16]([C:19]3[C:20]([C:25]#[N:26])=[CH:21][CH:22]=[CH:23][CH:24]=3)=[CH:17][CH:18]=2)[C:7](=[O:11])[C:8]=1[CH:9]=[O:31])[CH3:2]. (4) Given the reactants [NH2:1][CH2:2][C:3]1[CH:4]=[C:5]([C:20]2[S:24][C:23]([C@@:25]3([OH:37])[CH2:30][CH2:29][C@H:28]([C:31]([O:33]C)=[O:32])[C:27]([CH3:36])([CH3:35])[CH2:26]3)=[N:22][CH:21]=2)[CH:6]=[C:7]([NH:9][C:10]2[N:15]=[C:14]([C:16]([F:19])([F:18])[F:17])[CH:13]=[CH:12][N:11]=2)[CH:8]=1.[OH-].[Na+], predict the reaction product. The product is: [NH2:1][CH2:2][C:3]1[CH:4]=[C:5]([C:20]2[S:24][C:23]([C@@:25]3([OH:37])[CH2:30][CH2:29][C@H:28]([C:31]([OH:33])=[O:32])[C:27]([CH3:35])([CH3:36])[CH2:26]3)=[N:22][CH:21]=2)[CH:6]=[C:7]([NH:9][C:10]2[N:15]=[C:14]([C:16]([F:18])([F:19])[F:17])[CH:13]=[CH:12][N:11]=2)[CH:8]=1. (5) Given the reactants N[C:2]1[C:10]([I:11])=[C:9]([CH3:12])[CH:8]=[CH:7][C:3]=1[C:4]([OH:6])=[O:5].C1C=CN=CC=1.[FH:19].N([O-])=O.[Na+], predict the reaction product. The product is: [F:19][C:2]1[C:10]([I:11])=[C:9]([CH3:12])[CH:8]=[CH:7][C:3]=1[C:4]([OH:6])=[O:5].